This data is from Full USPTO retrosynthesis dataset with 1.9M reactions from patents (1976-2016). The task is: Predict the reactants needed to synthesize the given product. (1) Given the product [CH2:11]=[C:12]1[C:21]2[C:22](=[O:26])[N:23]([C:34]3[CH:39]=[CH:38][C:37]([CH3:40])=[CH:36][CH:35]=3)[CH:24]=[CH:25][C:20]=2[O:19][C:18]2[CH:17]=[CH:16][C:15]([C:27]3[CH:28]=[N:29][CH:30]=[CH:31][CH:32]=3)=[CH:14][C:13]1=2, predict the reactants needed to synthesize it. The reactants are: CN[C@H]1[C@H](NC)CCCC1.[CH2:11]=[C:12]1[C:21]2[C:22](=[O:26])[NH:23][CH:24]=[CH:25][C:20]=2[O:19][C:18]2[CH:17]=[CH:16][C:15]([C:27]3[CH:28]=[N:29][CH:30]=[CH:31][CH:32]=3)=[CH:14][C:13]1=2.I[C:34]1[CH:39]=[CH:38][C:37]([CH3:40])=[CH:36][CH:35]=1.C(=O)([O-])[O-].[K+].[K+]. (2) Given the product [F:14][CH:15]([F:24])[C:16]([NH:2][NH:1][C:3]1[C:8]([O:9][CH3:10])=[CH:7][C:6]([N+:11]([O-:13])=[O:12])=[CH:5][N:4]=1)=[O:17], predict the reactants needed to synthesize it. The reactants are: [NH:1]([C:3]1[C:8]([O:9][CH3:10])=[CH:7][C:6]([N+:11]([O-:13])=[O:12])=[CH:5][N:4]=1)[NH2:2].[F:14][CH:15]([F:24])[C:16](O[C:16](=[O:17])[CH:15]([F:24])[F:14])=[O:17]. (3) Given the product [C:25]([O:29][C:30](=[O:51])[NH:31][C:32]1[CH:37]=[C:36]([C:38]([F:41])([F:40])[F:39])[CH:35]=[C:34]([O:42][C:43]2[CH:48]=[CH:47][C:46]([NH:49][C:22]3[C:23]4[N:15]([CH2:14][CH2:13][O:12][CH2:11][CH2:10][OH:9])[CH:16]=[CH:17][C:18]=4[N:19]=[CH:20][N:21]=3)=[CH:45][C:44]=2[Cl:50])[CH:33]=1)([CH3:28])([CH3:26])[CH3:27], predict the reactants needed to synthesize it. The reactants are: C([O:9][CH2:10][CH2:11][O:12][CH2:13][CH2:14][N:15]1[C:23]2[C:22](Cl)=[N:21][CH:20]=[N:19][C:18]=2[CH:17]=[CH:16]1)(=O)C1C=CC=CC=1.[C:25]([O:29][C:30](=[O:51])[NH:31][C:32]1[CH:37]=[C:36]([C:38]([F:41])([F:40])[F:39])[CH:35]=[C:34]([O:42][C:43]2[CH:48]=[CH:47][C:46]([NH2:49])=[CH:45][C:44]=2[Cl:50])[CH:33]=1)([CH3:28])([CH3:27])[CH3:26].C(O)(C)C.[OH-].[Na+]. (4) Given the product [F:2][C:3]([F:12])([F:11])[C:4]1[CH:9]=[CH:8][C:7]([B:17]([OH:18])[OH:16])=[CH:6][CH:5]=1, predict the reactants needed to synthesize it. The reactants are: [Mg].[F:2][C:3]([F:12])([F:11])[C:4]1[CH:9]=[CH:8][C:7](Br)=[CH:6][CH:5]=1.C([O:16][B:17](OC(C)C)[O:18]C(C)C)(C)C.Cl.